This data is from Reaction yield outcomes from USPTO patents with 853,638 reactions. The task is: Predict the reaction yield, written as a fraction of the theoretical maximum amount of product (1.0 means a 100% yield; for example, 0.34 means a 34% yield). (1) The reactants are CCCC[N+](CCCC)(CCCC)CCCC.[F-].C([SiH2][O:24][C:25](C)(C)[C:26]1[CH:27]=[C:28]([CH2:33][CH2:34][NH:35][C:36](=[O:38])[CH3:37])[CH:29]=[CH:30][C:31]=1[Cl:32])(C)(C)C.[NH4+].[Cl-]. The catalyst is C1COCC1. The product is [Cl:32][C:31]1[CH:30]=[CH:29][C:28]([CH2:33][CH2:34][NH:35][C:36](=[O:38])[CH3:37])=[CH:27][C:26]=1[CH2:25][OH:24]. The yield is 0.790. (2) The reactants are [NH2:1][C:2]1[CH:3]=[C:4]2[C:9](=[CH:10][CH:11]=1)[C:8](=[O:12])[CH2:7][CH2:6][CH2:5]2.[C:13]1([C:22]2[CH:27]=[CH:26][CH:25]=[CH:24][CH:23]=2)[CH:18]=[CH:17][C:16]([C:19](Cl)=[O:20])=[CH:15][CH:14]=1.C(N(CC)CC)C. The catalyst is C1COCC1. The product is [O:12]=[C:8]1[CH2:7][CH2:6][CH2:5][C:4]2[CH:3]=[C:2]([NH:1][C:19]([C:16]3[CH:17]=[CH:18][C:13]([C:22]4[CH:23]=[CH:24][CH:25]=[CH:26][CH:27]=4)=[CH:14][CH:15]=3)=[O:20])[CH:11]=[CH:10][C:9]1=2. The yield is 0.860.